Dataset: Forward reaction prediction with 1.9M reactions from USPTO patents (1976-2016). Task: Predict the product of the given reaction. (1) Given the reactants [CH3:1][C:2]1([CH3:11])[NH:8][C:7]([CH3:10])([CH3:9])[CH2:6][C:4](=[O:5])[CH2:3]1.CC(C)(O)[C:14]#[N:15], predict the reaction product. The product is: [OH:5][C:4]1([C:14]#[N:15])[CH2:3][C:2]([CH3:11])([CH3:1])[NH:8][C:7]([CH3:10])([CH3:9])[CH2:6]1. (2) Given the reactants Cl.[NH2:2][CH2:3][CH:4]([OH:13])[CH2:5][C:6]1[CH:11]=[CH:10][C:9]([F:12])=[CH:8][CH:7]=1.[H-].[Na+].[O:16]1[C:20]2[CH:21]=[CH:22][CH:23]=[CH:24][C:19]=2[CH:18]=[C:17]1[C:25]1[N:29]2[N:30]=[C:31](Cl)[CH:32]=[CH:33][C:28]2=[N:27][CH:26]=1, predict the reaction product. The product is: [O:16]1[C:20]2[CH:21]=[CH:22][CH:23]=[CH:24][C:19]=2[CH:18]=[C:17]1[C:25]1[N:29]2[N:30]=[C:31]([O:13][CH:4]([CH2:5][C:6]3[CH:11]=[CH:10][C:9]([F:12])=[CH:8][CH:7]=3)[CH2:3][NH2:2])[CH:32]=[CH:33][C:28]2=[N:27][CH:26]=1. (3) The product is: [ClH:1].[ClH:1].[N:2]12[CH2:9][CH2:8][CH:5]([CH2:6][CH2:7]1)[C@@H:4]([NH:10][C:11]([C:13]1[S:14][C:15]3[CH:21]=[C:20]([C:22]4[CH:23]=[CH:24][C:25]([CH2:7][N:2]5[CH2:3][CH2:4][O:31][CH2:30][CH2:9]5)=[CH:26][CH:27]=4)[CH:19]=[CH:18][C:16]=3[CH:17]=1)=[O:12])[CH2:3]2. Given the reactants [ClH:1].[N:2]12[CH2:9][CH2:8][CH:5]([CH2:6][CH2:7]1)[C@@H:4]([NH:10][C:11]([C:13]1[S:14][C:15]3[CH:21]=[C:20]([C:22]4[CH:27]=[CH:26][C:25](C=O)=[CH:24][CH:23]=4)[CH:19]=[CH:18][C:16]=3[CH:17]=1)=[O:12])[CH2:3]2.[CH3:30][OH:31], predict the reaction product. (4) Given the reactants C([C:3]1([C:33]([O-:35])=O)[C:8]2[C:9]3[CH:15]=[C:14]([S:16]([C:19]4[CH:24]=[CH:23][CH:22]=[CH:21][CH:20]=4)(=[O:18])=[O:17])[CH:13]=[C:12]([Cl:25])[C:10]=3[O:11][C:7]=2[CH2:6][CH2:5][N:4]1C(OC(C)(C)C)=O)C.Cl.[C:37](=[O:40])(O)[O-].[Na+].Cl[CH2:43]Cl, predict the reaction product. The product is: [Cl:25][C:12]1[C:10]2[O:11][C:7]3[CH2:6][CH2:5][NH:4][CH:3]([C:33]([O:40][CH2:37][CH3:43])=[O:35])[C:8]=3[C:9]=2[CH:15]=[C:14]([S:16]([C:19]2[CH:24]=[CH:23][CH:22]=[CH:21][CH:20]=2)(=[O:18])=[O:17])[CH:13]=1. (5) Given the reactants [Cl-].[C:2]1([CH3:29])[CH:7]=[C:6]([CH3:8])[CH:5]=[C:4]([CH3:9])[C:3]=1[N+:10]1[CH:14]=[CH:13][N:12]([CH2:15][C:16]2[CH:21]=[CH:20][C:19]([Si:22]([O:27][CH3:28])([O:25][CH3:26])[O:23][CH3:24])=[CH:18][CH:17]=2)[CH:11]=1.[O-:30][S:31]([C:34]([F:37])([F:36])[F:35])(=[O:33])=[O:32].[K+], predict the reaction product. The product is: [O-:33][S:31]([C:34]([F:37])([F:36])[F:35])(=[O:32])=[O:30].[C:4]1([CH3:9])[CH:5]=[C:6]([CH3:8])[CH:7]=[C:2]([CH3:29])[C:3]=1[N+:10]1[CH:14]=[CH:13][N:12]([CH2:15][C:16]2[CH:17]=[CH:18][C:19]([Si:22]([O:27][CH3:28])([O:25][CH3:26])[O:23][CH3:24])=[CH:20][CH:21]=2)[CH:11]=1. (6) The product is: [F:1][C:2]([F:47])([F:46])[C:3]1[CH:4]=[C:5]([N:13]([CH3:45])[C:14]([N:16]([C@H:17]2[C@H:21]([C:22]3[CH:27]=[CH:26][C:25]([F:28])=[CH:24][CH:23]=3)[CH2:20][N:19]([C:29]([C@H:31]3[CH2:36][CH2:35][C@H:34]([N:37]4[CH2:41][CH2:40][O:39][C:38]4=[O:43])[CH2:33][CH2:32]3)=[O:30])[CH2:18]2)[CH3:44])=[O:15])[CH:6]=[C:7]([C:9]([F:12])([F:11])[F:10])[CH:8]=1. Given the reactants [F:1][C:2]([F:47])([F:46])[C:3]1[CH:4]=[C:5]([N:13]([CH3:45])[C:14]([N:16]([CH3:44])[C@H:17]2[C@H:21]([C:22]3[CH:27]=[CH:26][C:25]([F:28])=[CH:24][CH:23]=3)[CH2:20][N:19]([C:29]([C@H:31]3[CH2:36][CH2:35][C@H:34]([NH:37][C:38](=[O:43])[O:39][CH2:40][CH2:41]Cl)[CH2:33][CH2:32]3)=[O:30])[CH2:18]2)=[O:15])[CH:6]=[C:7]([C:9]([F:12])([F:11])[F:10])[CH:8]=1.[H-].[Na+], predict the reaction product. (7) Given the reactants [NH2:1][CH2:2][CH2:3][CH2:4][CH2:5][N:6]([CH2:16][C:17]1[C:22]([C:23]([OH:26])([CH3:25])[CH3:24])=[CH:21][CH:20]=[CH:19][N:18]=1)[CH2:7][C:8]1[C:13]([CH3:14])=[CH:12][C:11]([CH3:15])=[CH:10][N:9]=1.Cl.N1C=CC([C:33]([NH2:35])=[NH:34])=N1.CCN(C(C)C)C(C)C, predict the reaction product. The product is: [CH3:14][C:13]1[C:8]([CH2:7][N:6]([CH2:16][C:17]2[C:22]([C:23]([OH:26])([CH3:24])[CH3:25])=[CH:21][CH:20]=[CH:19][N:18]=2)[CH2:5][CH2:4][CH2:3][CH2:2][NH:1][C:33]([NH2:35])=[NH:34])=[N:9][CH:10]=[C:11]([CH3:15])[CH:12]=1. (8) Given the reactants [CH3:1][O:2][C:3]1[CH:12]=[C:11]2[C:6]([CH:7]=[CH:8][CH:9]=[C:10]2[CH2:13][CH2:14][N:15]2C(=O)C3C(=CC=CC=3)C2=O)=[CH:5][CH:4]=1.[BH4-].[Na+].C(O)(=O)C, predict the reaction product. The product is: [CH3:1][O:2][C:3]1[CH:12]=[C:11]2[C:6]([CH:7]=[CH:8][CH:9]=[C:10]2[CH2:13][CH2:14][NH2:15])=[CH:5][CH:4]=1. (9) Given the reactants ClC(Cl)C.S(Cl)(Cl)=O.[CH3:9][C:10]1[CH:30]=[CH:29][C:28]([CH3:31])=[CH:27][C:11]=1[O:12][CH2:13][C:14]1[CH:19]=[CH:18][CH:17]=[CH:16][C:15]=1[C:20](=[N:24][O:25][CH3:26])[C:21]([OH:23])=O.O[N:33]=[C:34]([NH2:37])[CH2:35][CH3:36], predict the reaction product. The product is: [CH3:26][O:25][N:24]=[C:20]([C:21]1[O:23][N:37]=[C:34]([CH2:35][CH3:36])[N:33]=1)[C:15]1[CH:16]=[CH:17][CH:18]=[CH:19][C:14]=1[CH2:13][O:12][C:11]1[CH:27]=[C:28]([CH3:31])[CH:29]=[CH:30][C:10]=1[CH3:9]. (10) Given the reactants [OH-].[Na+].[C:3]([C:5]1[C:14]2[C:9](=[CH:10][CH:11]=[CH:12][CH:13]=2)[C:8]([C:15]2[CH:16]=[N:17][CH:18]=[CH:19][C:20]=2[S:21][C:22]([CH3:29])([CH3:28])[C:23]([O:25]CC)=[O:24])=[CH:7][CH:6]=1)#[N:4], predict the reaction product. The product is: [C:3]([C:5]1[C:14]2[C:9](=[CH:10][CH:11]=[CH:12][CH:13]=2)[C:8]([C:15]2[CH:16]=[N:17][CH:18]=[CH:19][C:20]=2[S:21][C:22]([CH3:29])([CH3:28])[C:23]([OH:25])=[O:24])=[CH:7][CH:6]=1)#[N:4].